This data is from Reaction yield outcomes from USPTO patents with 853,638 reactions. The task is: Predict the reaction yield, written as a fraction of the theoretical maximum amount of product (1.0 means a 100% yield; for example, 0.34 means a 34% yield). The reactants are [NH2:1][C@@H:2]1[C:11]2[C:6](=[CH:7][CH:8]=[CH:9][CH:10]=2)[C@@H:5]([OH:12])[CH2:4][CH2:3]1.[C:13]([O:17][C:18](O[C:18]([O:17][C:13]([CH3:16])([CH3:15])[CH3:14])=[O:19])=[O:19])([CH3:16])([CH3:15])[CH3:14]. The catalyst is C(#N)C. The product is [C:13]([O:17][C:18](=[O:19])[NH:1][C@@H:2]1[C:11]2[C:6](=[CH:7][CH:8]=[CH:9][CH:10]=2)[C@@H:5]([OH:12])[CH2:4][CH2:3]1)([CH3:16])([CH3:15])[CH3:14]. The yield is 0.910.